From a dataset of Reaction yield outcomes from USPTO patents with 853,638 reactions. Predict the reaction yield, written as a fraction of the theoretical maximum amount of product (1.0 means a 100% yield; for example, 0.34 means a 34% yield). (1) The reactants are [CH2:1]([C:3]1[NH:4][CH:5]=[C:6]([C:8]2[CH:13]=[CH:12][CH:11]=[CH:10][CH:9]=2)[N:7]=1)[CH3:2].C(=O)([O-])[O-].[K+].[K+].Cl[CH2:21][C:22]1[CH:40]=[CH:39][C:25]2/[C:26](=[C:35](/[CH3:38])\[C:36]#[N:37])/[C:27]3[CH:34]=[CH:33][CH:32]=[CH:31][C:28]=3[O:29][CH2:30][C:24]=2[CH:23]=1.C(OCC)(=O)C. The catalyst is CN(C=O)C. The product is [CH2:1]([C:3]1[N:4]([CH2:21][C:22]2[CH:40]=[CH:39][C:25]3/[C:26](=[C:35](/[CH3:38])\[C:36]#[N:37])/[C:27]4[CH:34]=[CH:33][CH:32]=[CH:31][C:28]=4[O:29][CH2:30][C:24]=3[CH:23]=2)[CH:5]=[C:6]([C:8]2[CH:13]=[CH:12][CH:11]=[CH:10][CH:9]=2)[N:7]=1)[CH3:2]. The yield is 0.990. (2) The reactants are [NH2:1][C:2]1[C:7]([NH2:8])=[C:6]([C:9]2[CH:14]=[CH:13][C:12]([CH2:15][NH:16][C:17](=[O:23])[O:18][C:19]([CH3:22])([CH3:21])[CH3:20])=[C:11]([F:24])[CH:10]=2)[CH:5]=[CH:4][N:3]=1.[CH3:25][O:26][C:27]1[CH:32]=[CH:31][N:30]=[C:29]([CH:33]=O)[CH:28]=1. The catalyst is CN(C)C=O. The product is [F:24][C:11]1[CH:10]=[C:9]([C:6]2[CH:5]=[CH:4][N:3]=[C:2]3[NH:1][C:33]([C:29]4[CH:28]=[C:27]([O:26][CH3:25])[CH:32]=[CH:31][N:30]=4)=[N:8][C:7]=23)[CH:14]=[CH:13][C:12]=1[CH2:15][NH:16][C:17](=[O:23])[O:18][C:19]([CH3:20])([CH3:21])[CH3:22]. The yield is 0.640. (3) The product is [Cl:1][C:2]1[CH:7]=[C:6]([N:18]2[CH2:23][CH2:22][O:21][CH2:20][CH2:19]2)[N:5]2[N:9]=[C:10]([C:12]3[CH:17]=[CH:16][CH:15]=[CH:14][CH:13]=3)[CH:11]=[C:4]2[N:3]=1. The catalyst is O1CCOCC1. The reactants are [Cl:1][C:2]1[CH:7]=[C:6](Cl)[N:5]2[N:9]=[C:10]([C:12]3[CH:17]=[CH:16][CH:15]=[CH:14][CH:13]=3)[CH:11]=[C:4]2[N:3]=1.[NH:18]1[CH2:23][CH2:22][O:21][CH2:20][CH2:19]1. The yield is 1.00. (4) The reactants are [CH2:1]([O:8][C:9]([NH:11][C:12]1[C:17](=[O:18])[N:16]2[C@H:19]([C:22]([O:24][C:25]([CH3:28])([CH3:27])[CH3:26])=[O:23])[CH2:20][CH2:21][C:15]2=[N:14][CH:13]=1)=[O:10])[C:2]1[CH:7]=[CH:6][CH:5]=[CH:4][CH:3]=1.[CH3:29]I. The catalyst is C1COCC1. The product is [C:25]([O:24][C:22]([C:19]1([CH3:29])[N:16]2[C:17](=[O:18])[C:12]([NH:11][C:9]([O:8][CH2:1][C:2]3[CH:7]=[CH:6][CH:5]=[CH:4][CH:3]=3)=[O:10])=[CH:13][N:14]=[C:15]2[CH2:21][CH2:20]1)=[O:23])([CH3:28])([CH3:27])[CH3:26]. The yield is 0.180. (5) The reactants are C(N(CC)CC)C.[N:8]1([C:14]([O:16][C:17]([CH3:20])([CH3:19])[CH3:18])=[O:15])[CH2:13][CH2:12][NH:11][CH2:10][CH2:9]1.Cl[C:22]1[C:23]2[C@H:30]([CH3:31])[CH2:29][CH2:28][C:24]=2[N:25]=[CH:26][N:27]=1.C(OCC)(=O)C. The catalyst is CCCCO. The product is [CH3:31][C@H:30]1[C:23]2[C:22]([N:11]3[CH2:12][CH2:13][N:8]([C:14]([O:16][C:17]([CH3:20])([CH3:19])[CH3:18])=[O:15])[CH2:9][CH2:10]3)=[N:27][CH:26]=[N:25][C:24]=2[CH2:28][CH2:29]1. The yield is 0.741. (6) The reactants are [CH2:1]([N:8]1[CH:12]=[C:11]([C:13]([C:15]2[C:16](F)=[N:17][CH:18]=[CH:19][CH:20]=2)=[O:14])[N:10]=[CH:9]1)[C:2]1[CH:7]=[CH:6][CH:5]=[CH:4][CH:3]=1.[OH-].[NH4+:23]. No catalyst specified. The product is [NH2:23][C:16]1[C:15]([C:13]([C:11]2[N:10]=[CH:9][N:8]([CH2:1][C:2]3[CH:7]=[CH:6][CH:5]=[CH:4][CH:3]=3)[CH:12]=2)=[O:14])=[CH:20][CH:19]=[CH:18][N:17]=1. The yield is 0.300. (7) The reactants are [CH2:1]([S:3]([N:6]1[CH2:11][CH2:10][CH:9]([C:12]2[C:20]3[C:15](=[C:16]([C:29]([NH2:31])=[O:30])[CH:17]=[C:18]([C:21]4[CH:26]=[CH:25][C:24]([CH:27]=O)=[CH:23][CH:22]=4)[CH:19]=3)[NH:14][CH:13]=2)[CH2:8][CH2:7]1)(=[O:5])=[O:4])[CH3:2].[CH2:32]([NH:34][CH2:35][CH3:36])[CH3:33].C(O[BH-](OC(=O)C)OC(=O)C)(=O)C.[Na+]. The catalyst is CS(C)=O.C(O)(=O)C. The product is [CH2:32]([N:34]([CH2:27][C:24]1[CH:25]=[CH:26][C:21]([C:18]2[CH:19]=[C:20]3[C:15](=[C:16]([C:29]([NH2:31])=[O:30])[CH:17]=2)[NH:14][CH:13]=[C:12]3[CH:9]2[CH2:10][CH2:11][N:6]([S:3]([CH2:1][CH3:2])(=[O:4])=[O:5])[CH2:7][CH2:8]2)=[CH:22][CH:23]=1)[CH2:35][CH3:36])[CH3:33]. The yield is 0.670.